Dataset: Reaction yield outcomes from USPTO patents with 853,638 reactions. Task: Predict the reaction yield, written as a fraction of the theoretical maximum amount of product (1.0 means a 100% yield; for example, 0.34 means a 34% yield). (1) The reactants are [SH:1][C:2]1[CH:35]=[CH:34][CH:33]=[CH:32][C:3]=1[C:4]([NH:6][C@@H:7]1[C:18]2[C:12](=[CH:13][CH:14]=[C:15]([S:20][CH3:21])[C:16](=[O:19])[CH:17]=2)[C:11]2[C:22]([O:30][CH3:31])=[C:23]([O:28][CH3:29])[C:24]([O:26][CH3:27])=[CH:25][C:10]=2[CH2:9][CH2:8]1)=[O:5].Cl.[N:37]([O-])=[O:38].[Na+].C(=O)([O-])O.[Na+]. The catalyst is CO.O. The product is [N:37]([S:1][C:2]1[CH:35]=[CH:34][CH:33]=[CH:32][C:3]=1[C:4]([NH:6][C@@H:7]1[C:18]2[C:12](=[CH:13][CH:14]=[C:15]([S:20][CH3:21])[C:16](=[O:19])[CH:17]=2)[C:11]2[C:22]([O:30][CH3:31])=[C:23]([O:28][CH3:29])[C:24]([O:26][CH3:27])=[CH:25][C:10]=2[CH2:9][CH2:8]1)=[O:5])=[O:38]. The yield is 0.810. (2) The reactants are [Cl-].[NH4+].O.[Cl:4][C:5]1[C:10]([C:11]([F:14])([F:13])[F:12])=[CH:9][C:8]([N+:15]([O-])=O)=[CH:7][N:6]=1. The catalyst is CO. The product is [Cl:4][C:5]1[N:6]=[CH:7][C:8]([NH2:15])=[CH:9][C:10]=1[C:11]([F:14])([F:12])[F:13]. The yield is 0.650. (3) The reactants are Br[C:2]1[N:7]=[CH:6][CH:5]=[CH:4][N:3]=1.[Cl:8][C:9]1[CH:14]=[CH:13][C:12](B(O)O)=[CH:11][C:10]=1[C:18]([O:20][CH3:21])=[O:19].C1(P(C2C=CC=CC=2)C2C=CC=CC=2)C=CC=CC=1. The catalyst is C1COCC1.C([O-])(=O)C.[Pd+2].C([O-])(=O)C. The product is [Cl:8][C:9]1[CH:14]=[CH:13][C:12]([C:2]2[N:7]=[CH:6][CH:5]=[CH:4][N:3]=2)=[CH:11][C:10]=1[C:18]([O:20][CH3:21])=[O:19]. The yield is 0.420. (4) The reactants are Cl.[C:2]([C:5]1[C:9]2[CH2:10][N:11](C(OC(C)(C)C)=O)[CH2:12][CH2:13][C:8]=2[N:7]([C:21]2[CH:26]=[CH:25][CH:24]=[C:23]([C:27]#[C:28][C@:29]3([OH:36])[CH2:33][CH2:32][N:31]([CH3:34])[C:30]3=[O:35])[CH:22]=2)[N:6]=1)(=[O:4])[NH2:3]. The catalyst is C(OCC)C. The product is [OH:36][C@@:29]1([C:28]#[C:27][C:23]2[CH:22]=[C:21]([N:7]3[C:8]4[CH2:13][CH2:12][NH:11][CH2:10][C:9]=4[C:5]([C:2]([NH2:3])=[O:4])=[N:6]3)[CH:26]=[CH:25][CH:24]=2)[CH2:33][CH2:32][N:31]([CH3:34])[C:30]1=[O:35]. The yield is 0.300. (5) The reactants are [CH2:1]([Cl:8])[C:2]1[CH:7]=[CH:6][CH:5]=[CH:4][CH:3]=1.[CH3:9][C:10]1([CH3:34])[CH:14]([N:15]2[CH2:20][CH2:19][CH2:18][CH2:17][CH2:16]2)[C:13]2[C:21]([CH3:33])=[C:22]([N:27]3[CH2:32][CH2:31][NH:30][CH2:29][CH2:28]3)[C:23]([CH3:26])=[C:24]([CH3:25])[C:12]=2[O:11]1.[ClH:35]. The catalyst is C(OCC)(=O)C. The product is [ClH:8].[ClH:35].[CH2:1]([N:30]1[CH2:31][CH2:32][N:27]([C:22]2[C:23]([CH3:26])=[C:24]([CH3:25])[C:12]3[O:11][C:10]([CH3:34])([CH3:9])[CH:14]([N:15]4[CH2:16][CH2:17][CH2:18][CH2:19][CH2:20]4)[C:13]=3[C:21]=2[CH3:33])[CH2:28][CH2:29]1)[C:2]1[CH:7]=[CH:6][CH:5]=[CH:4][CH:3]=1. The yield is 0.640. (6) The reactants are [ClH:1].Cl.[CH3:3][N:4]([CH2:6][CH:7]1[C:16]([C:18]2[CH:23]=[CH:22][CH:21]=[CH:20][CH:19]=2)([OH:17])[CH2:15][CH2:14][C:9]2(OCC[O:10]2)[CH2:8]1)[CH3:5]. The yield is 0.650. The product is [ClH:1].[CH3:5][N:4]([CH2:6][CH:7]1[C:16]([C:18]2[CH:19]=[CH:20][CH:21]=[CH:22][CH:23]=2)([OH:17])[CH2:15][CH2:14][C:9](=[O:10])[CH2:8]1)[CH3:3]. The catalyst is O1CCCC1.O. (7) The reactants are [Br:1][C:2]1[CH:3]=[C:4]([CH:8]=[CH:9][CH:10]=1)[C:5]([OH:7])=O.CCN(CC)CC.CCN=C=NCCCN(C)C.C1C=CC2N(O)N=NC=2C=1.[NH2:39][CH2:40][CH:41]([OH:53])[CH2:42][N:43]1[CH2:52][CH2:51][C:50]2[C:45](=[CH:46][CH:47]=[CH:48][CH:49]=2)[CH2:44]1. The catalyst is C(Cl)Cl.O. The product is [Br:1][C:2]1[CH:3]=[C:4]([CH:8]=[CH:9][CH:10]=1)[C:5]([NH:39][CH2:40][CH:41]([OH:53])[CH2:42][N:43]1[CH2:52][CH2:51][C:50]2[C:45](=[CH:46][CH:47]=[CH:48][CH:49]=2)[CH2:44]1)=[O:7]. The yield is 0.770. (8) The reactants are [C:1]1([C:7]2[O:11][C:10]([SH:12])=[N:9][N:8]=2)[CH:6]=[CH:5][CH:4]=[CH:3][CH:2]=1.C(N(C(C)C)CC)(C)C.[CH2:22](Br)[C:23]1[CH:28]=[CH:27][CH:26]=[CH:25][CH:24]=1.[OH-].[Na+]. The catalyst is CCO. The product is [CH2:22]([S:12][C:10]1[O:11][C:7]([C:1]2[CH:2]=[CH:3][CH:4]=[CH:5][CH:6]=2)=[N:8][N:9]=1)[C:23]1[CH:28]=[CH:27][CH:26]=[CH:25][CH:24]=1. The yield is 0.920. (9) The reactants are C(CC[N:5]1[C:9]([CH2:10][N:11]([CH2:19][CH3:20])[C:12](=[O:18])[O:13][C:14]([CH3:17])(C)C)=[N:8][N:7]=[N:6]1)#N.[OH-].[Na+].[CH2:23]1COC[CH2:24]1. No catalyst specified. The product is [CH2:19]([N:11]([CH2:10][C:9]1[NH:5][N:6]=[N:7][N:8]=1)[C:12](=[O:18])[O:13][CH2:14][CH2:17][CH2:23][CH3:24])[CH3:20]. The yield is 0.510. (10) The reactants are Cl[C:2]1[C:11]2[C:6](=[CH:7][CH:8]=[CH:9][CH:10]=2)[CH:5]=[CH:4][N:3]=1.[C:12]1(B(O)O)[CH:17]=[CH:16][CH:15]=[CH:14][CH:13]=1.C(=O)([O-])[O-].[K+].[K+]. The catalyst is C(O)CO.COC. The product is [C:12]1([C:2]2[C:11]3[C:6](=[CH:7][CH:8]=[CH:9][CH:10]=3)[CH:5]=[CH:4][N:3]=2)[CH:17]=[CH:16][CH:15]=[CH:14][CH:13]=1. The yield is 0.900.